From a dataset of Forward reaction prediction with 1.9M reactions from USPTO patents (1976-2016). Predict the product of the given reaction. (1) Given the reactants [Cl:1][C:2]1[C:3]([C:24]([OH:26])=O)=[C:4]2[CH:9]=[CH:8][CH:7]=[N:6][N:5]2[C:10]=1[CH:11]([CH:13]1[CH2:18][CH2:17][N:16]([CH2:19][C:20]([OH:23])([CH3:22])[CH3:21])[CH2:15][CH2:14]1)[CH3:12].F[P-](F)(F)(F)(F)F.CN([CH+]N1CCOCC1)C.C(N(C(C)C)C(C)C)C.[NH2:53][CH2:54][C:55]1[C:56](=[O:63])[NH:57][C:58]([CH3:62])=[CH:59][C:60]=1[CH3:61], predict the reaction product. The product is: [Cl:1][C:2]1[C:3]([C:24]([NH:53][CH2:54][C:55]2[C:56](=[O:63])[NH:57][C:58]([CH3:62])=[CH:59][C:60]=2[CH3:61])=[O:26])=[C:4]2[CH:9]=[CH:8][CH:7]=[N:6][N:5]2[C:10]=1[CH:11]([CH:13]1[CH2:18][CH2:17][N:16]([CH2:19][C:20]([OH:23])([CH3:21])[CH3:22])[CH2:15][CH2:14]1)[CH3:12]. (2) Given the reactants Cl[C:2]1[CH:7]=[C:6]([C:8]2[CH:13]=[C:12]([Cl:14])[CH:11]=[CH:10][C:9]=2[O:15][CH2:16][CH3:17])[N:5]=[C:4]([NH2:18])[N:3]=1.[CH3:19][O:20][C:21]1[CH:26]=[CH:25][C:24]([NH2:27])=[CH:23][CH:22]=1, predict the reaction product. The product is: [Cl:14][C:12]1[CH:11]=[CH:10][C:9]([O:15][CH2:16][CH3:17])=[C:8]([C:6]2[N:5]=[C:4]([NH2:18])[N:3]=[C:2]([NH:27][C:24]3[CH:25]=[CH:26][C:21]([O:20][CH3:19])=[CH:22][CH:23]=3)[CH:7]=2)[CH:13]=1. (3) The product is: [Cl:1][C:2]1[C:3]([C:30]([OH:31])([CH3:32])[CH3:21])=[N:4][CH:5]=[C:6]([CH2:8][O:9][Si:10]([C:13]([CH3:16])([CH3:15])[CH3:14])([CH3:11])[CH3:12])[CH:7]=1. Given the reactants [Cl:1][C:2]1[C:3](C(OC)=O)=[N:4][CH:5]=[C:6]([CH2:8][O:9][Si:10]([C:13]([CH3:16])([CH3:15])[CH3:14])([CH3:12])[CH3:11])[CH:7]=1.[CH3:21][Mg]Br.[NH4+].[Cl-].O.CCO[C:30]([CH3:32])=[O:31], predict the reaction product. (4) Given the reactants [CH2:1]([C:4]1[NH:5][C:6](=[O:18])[C:7]2[C:8]([N:17]=1)=[N:9][C:10]1[C:15]([CH:16]=2)=[CH:14][CH:13]=[CH:12][CH:11]=1)[CH2:2][CH3:3].C([O-])([O-])=O.[K+].[K+].[CH2:25](Br)[C:26]1[CH:31]=[CH:30][CH:29]=[CH:28][CH:27]=1, predict the reaction product. The product is: [CH2:25]([N:5]1[C:6](=[O:18])[C:7]2[C:8](=[N:9][C:10]3[C:15]([CH:16]=2)=[CH:14][CH:13]=[CH:12][CH:11]=3)[N:17]=[C:4]1[CH2:1][CH2:2][CH3:3])[C:26]1[CH:31]=[CH:30][CH:29]=[CH:28][CH:27]=1. (5) Given the reactants [F:1][C:2]1[C:11]([F:12])=[CH:10][C:9]([CH:13]=O)=[C:8]2[C:3]=1[C:4](=[O:16])[CH:5]=[C:6]([CH3:15])[O:7]2.[C:17]([CH:19]=[C:20]([O-])[CH3:21])#[N:18].[Na+].[NH2:24][C:25]([CH3:35])=[CH:26][C:27](=[O:34])[CH2:28][CH2:29][CH:30]1[CH2:33][CH2:32][CH2:31]1.C(O)(=O)C, predict the reaction product. The product is: [CH:30]1([CH2:29][CH2:28][C:27]([C:26]2[CH:13]([C:9]3[CH:10]=[C:11]([F:12])[C:2]([F:1])=[C:3]4[C:8]=3[O:7][C:6]([CH3:15])=[CH:5][C:4]4=[O:16])[C:19]([C:17]#[N:18])=[C:20]([CH3:21])[NH:24][C:25]=2[CH3:35])=[O:34])[CH2:31][CH2:32][CH2:33]1. (6) Given the reactants FC(F)(F)C(O)=O.[Br:8][C:9]1[CH:14]=[CH:13][C:12]([C:15]2[N:20]=[C:19]([C:21](=[O:23])[CH3:22])[CH:18]=[CH:17][N:16]=2)=[CH:11][CH:10]=1.[Br-:24].[Br-].[Br-].C([N+](CCCC)(CCCC)CCCC)CCC.C([N+](CCCC)(CCCC)CCCC)CCC.C([N+](CCCC)(CCCC)CCCC)CCC, predict the reaction product. The product is: [Br:24][CH2:22][C:21]([C:19]1[CH:18]=[CH:17][N:16]=[C:15]([C:12]2[CH:11]=[CH:10][C:9]([Br:8])=[CH:14][CH:13]=2)[N:20]=1)=[O:23]. (7) Given the reactants [Cl:1][C:2]1[CH:7]=[C:6]([NH:8][CH2:9][C:10]2[CH:15]=[CH:14][C:13]([Cl:16])=[CH:12][C:11]=2[Cl:17])[N:5]2[N:18]=[CH:19][CH:20]=[C:4]2[N:3]=1.[C:21](O[C:21]([O:23][C:24]([CH3:27])([CH3:26])[CH3:25])=[O:22])([O:23][C:24]([CH3:27])([CH3:26])[CH3:25])=[O:22], predict the reaction product. The product is: [Cl:1][C:2]1[CH:7]=[C:6]([N:8]([CH2:9][C:10]2[CH:15]=[CH:14][C:13]([Cl:16])=[CH:12][C:11]=2[Cl:17])[C:21](=[O:22])[O:23][C:24]([CH3:27])([CH3:26])[CH3:25])[N:5]2[N:18]=[CH:19][CH:20]=[C:4]2[N:3]=1.